This data is from Catalyst prediction with 721,799 reactions and 888 catalyst types from USPTO. The task is: Predict which catalyst facilitates the given reaction. (1) Reactant: [Br:1][CH2:2][CH2:3]Br.C(=O)([O-])[O-].[K+].[K+].[OH:11][C:12]1[CH:25]=[CH:24][C:15]([C:16]([C:18]2[CH:23]=[CH:22][CH:21]=[CH:20][CH:19]=2)=[O:17])=[CH:14][CH:13]=1. Product: [Br:1][CH2:2][CH2:3][O:11][C:12]1[CH:13]=[CH:14][C:15]([C:16]([C:18]2[CH:23]=[CH:22][CH:21]=[CH:20][CH:19]=2)=[O:17])=[CH:24][CH:25]=1. The catalyst class is: 21. (2) Reactant: Cl.[C:2]([O:6][C:7]([N:9]1[CH2:14][CH2:13][CH2:12][C:11](=[CH:15][O:16]C)[CH:10]1[CH2:18][C:19]1[CH:24]=[CH:23][CH:22]=[CH:21][CH:20]=1)=[O:8])([CH3:5])([CH3:4])[CH3:3]. Product: [C:2]([O:6][C:7]([N:9]1[CH2:14][CH2:13][CH2:12][CH:11]([CH:15]=[O:16])[CH:10]1[CH2:18][C:19]1[CH:20]=[CH:21][CH:22]=[CH:23][CH:24]=1)=[O:8])([CH3:5])([CH3:3])[CH3:4]. The catalyst class is: 1.